From a dataset of Forward reaction prediction with 1.9M reactions from USPTO patents (1976-2016). Predict the product of the given reaction. (1) The product is: [CH3:28][C:23]1([CH3:29])[C:24]([CH3:27])([CH3:26])[O:25][B:21]([C:2]2[CH:7]=[CH:6][C:5]([C:8]3[N:9]=[N:10][N:11]([CH2:13][O:14][CH2:15][CH2:16][Si:17]([CH3:20])([CH3:19])[CH3:18])[CH:12]=3)=[CH:4][CH:3]=2)[O:22]1. Given the reactants Br[C:2]1[CH:7]=[CH:6][C:5]([C:8]2[N:9]=[N:10][N:11]([CH2:13][O:14][CH2:15][CH2:16][Si:17]([CH3:20])([CH3:19])[CH3:18])[CH:12]=2)=[CH:4][CH:3]=1.[B:21]1([B:21]2[O:25][C:24]([CH3:27])([CH3:26])[C:23]([CH3:29])([CH3:28])[O:22]2)[O:25][C:24]([CH3:27])([CH3:26])[C:23]([CH3:29])([CH3:28])[O:22]1.CC([O-])=O.[K+], predict the reaction product. (2) Given the reactants [C:1]([O:4][C@H:5]1[C@H:10]([O:11][C:12](=[O:14])[CH3:13])[C@@H:9]([O:15][C:16](=[O:18])[CH3:17])[C@H:8]([C:19]2[CH:24]=[CH:23][C:22]([Cl:25])=[C:21]([CH2:26][C:27]3[CH:32]=[CH:31][C:30]([OH:33])=[CH:29][CH:28]=3)[CH:20]=2)[O:7][CH:6]1Br)(=[O:3])[CH3:2].[CH3:35][OH:36], predict the reaction product. The product is: [C:16]([O:15][C@@H:9]1[C@@H:10]([O:11][C:12](=[O:14])[CH3:13])[C@H:5]([O:4][C:1](=[O:3])[CH3:2])[C@@H:6]([O:36][CH3:35])[O:7][C@H:8]1[C:19]1[CH:24]=[CH:23][C:22]([Cl:25])=[C:21]([CH2:26][C:27]2[CH:32]=[CH:31][C:30]([OH:33])=[CH:29][CH:28]=2)[CH:20]=1)(=[O:18])[CH3:17].